Dataset: Full USPTO retrosynthesis dataset with 1.9M reactions from patents (1976-2016). Task: Predict the reactants needed to synthesize the given product. (1) The reactants are: [S:1]1[CH:5]=[CH:4][CH:3]=[C:2]1[CH2:6][NH:7][C:8]([C:10]1[CH:25]=[C:13]2[CH:14]=[C:15]([C:19]3[CH:24]=[CH:23][CH:22]=[CH:21][CH:20]=3)[CH:16]=[C:17](Cl)[N:12]2[N:11]=1)=[O:9].[CH2:26]([CH2:28][NH2:29])[OH:27]. Given the product [S:1]1[CH:5]=[CH:4][CH:3]=[C:2]1[CH2:6][NH:7][C:8]([C:10]1[CH:25]=[C:13]2[CH:14]=[C:15]([C:19]3[CH:24]=[CH:23][CH:22]=[CH:21][CH:20]=3)[CH:16]=[C:17]([NH:29][CH2:28][CH2:26][OH:27])[N:12]2[N:11]=1)=[O:9], predict the reactants needed to synthesize it. (2) Given the product [N:20]1([CH2:19][CH2:18][NH:17][C:16]([C:13]2[N:12]=[CH:11][C:10]3[N:9]=[CH:8][N:7]([C:5]4[S:4][C:3]([C:27]([O:29][CH3:30])=[O:28])=[C:2]([O:1][CH2:38][C:39]5[CH:44]=[CH:43][CH:42]=[CH:41][C:40]=5[C:45]([F:46])([F:47])[F:48])[CH:6]=4)[C:15]=3[CH:14]=2)=[O:26])[CH2:21][CH2:22][O:23][CH2:24][CH2:25]1, predict the reactants needed to synthesize it. The reactants are: [OH:1][C:2]1[CH:6]=[C:5]([N:7]2[C:15]3[CH:14]=[C:13]([C:16](=[O:26])[NH:17][CH2:18][CH2:19][N:20]4[CH2:25][CH2:24][O:23][CH2:22][CH2:21]4)[N:12]=[CH:11][C:10]=3[N:9]=[CH:8]2)[S:4][C:3]=1[C:27]([O:29][CH3:30])=[O:28].C([O-])([O-])=O.[K+].[K+].Br[CH2:38][C:39]1[CH:44]=[CH:43][CH:42]=[CH:41][C:40]=1[C:45]([F:48])([F:47])[F:46].